From a dataset of Full USPTO retrosynthesis dataset with 1.9M reactions from patents (1976-2016). Predict the reactants needed to synthesize the given product. (1) The reactants are: [C:1]([NH:5][C:6]([C:8]1[N:13]=[CH:12][C:11](Br)=[CH:10][N:9]=1)=[O:7])([CH3:4])([CH3:3])[CH3:2].[I-:15].[Na+].CN[C@@H]1CCCC[C@H]1NC. Given the product [C:1]([NH:5][C:6]([C:8]1[N:13]=[CH:12][C:11]([I:15])=[CH:10][N:9]=1)=[O:7])([CH3:4])([CH3:3])[CH3:2], predict the reactants needed to synthesize it. (2) Given the product [CH:1]([C:4]1[CH:5]=[CH:6][CH:7]=[C:8]2[C:13]=1[N:12]=[C:11]([C:14]([O:16][CH3:17])=[O:15])[CH:10]=[C:9]2[O:19][CH3:18])([CH3:3])[CH3:2], predict the reactants needed to synthesize it. The reactants are: [CH:1]([C:4]1[CH:5]=[CH:6][CH:7]=[C:8]2[C:13]=1[N:12]=[C:11]([C:14]([O:16][CH3:17])=[O:15])[CH:10]=[CH:9]2)([CH3:3])[CH3:2].[C:18](=O)([O-])[O-:19].[K+].[K+].CI.C(OCC)(=O)C.CCCCCC. (3) Given the product [NH2:23][C:14]([C@@H:11]1[CH2:12][CH2:13][C@H:9]([NH:8][C:6](=[O:7])[O:5][C:1]([CH3:4])([CH3:3])[CH3:2])[CH2:10]1)=[O:16], predict the reactants needed to synthesize it. The reactants are: [C:1]([O:5][C:6]([NH:8][C@H:9]1[CH2:13][CH2:12][C@@H:11]([C:14]([OH:16])=O)[CH2:10]1)=[O:7])([CH3:4])([CH3:3])[CH3:2].C1C=CC2N(O)N=[N:23]C=2C=1.C(Cl)CCl.[OH-].[NH4+].